The task is: Regression. Given two drug SMILES strings and cell line genomic features, predict the synergy score measuring deviation from expected non-interaction effect.. This data is from Merck oncology drug combination screen with 23,052 pairs across 39 cell lines. (1) Drug 1: COc1cccc2c1C(=O)c1c(O)c3c(c(O)c1C2=O)CC(O)(C(=O)CO)CC3OC1CC(N)C(O)C(C)O1. Drug 2: N#Cc1ccc(Cn2cncc2CN2CCN(c3cccc(Cl)c3)C(=O)C2)cc1. Cell line: NCIH520. Synergy scores: synergy=-9.45. (2) Drug 1: CC1CC2C3CCC4=CC(=O)C=CC4(C)C3(F)C(O)CC2(C)C1(O)C(=O)CO. Drug 2: CS(=O)(=O)CCNCc1ccc(-c2ccc3ncnc(Nc4ccc(OCc5cccc(F)c5)c(Cl)c4)c3c2)o1. Cell line: EFM192B. Synergy scores: synergy=-43.4. (3) Drug 1: Nc1ccn(C2OC(CO)C(O)C2(F)F)c(=O)n1. Drug 2: O=C(O)C1(Cc2cccc(Nc3nccs3)n2)CCC(Oc2cccc(Cl)c2F)CC1. Cell line: RPMI7951. Synergy scores: synergy=-1.04. (4) Drug 1: C=CCn1c(=O)c2cnc(Nc3ccc(N4CCN(C)CC4)cc3)nc2n1-c1cccc(C(C)(C)O)n1. Drug 2: NC1CCCCC1N.O=C(O)C(=O)O.[Pt+2]. Cell line: OV90. Synergy scores: synergy=-21.6. (5) Drug 1: CN(Cc1cnc2nc(N)nc(N)c2n1)c1ccc(C(=O)NC(CCC(=O)O)C(=O)O)cc1. Drug 2: C=CCn1c(=O)c2cnc(Nc3ccc(N4CCN(C)CC4)cc3)nc2n1-c1cccc(C(C)(C)O)n1. Cell line: UACC62. Synergy scores: synergy=1.54. (6) Drug 1: CN(C)C(=N)N=C(N)N. Drug 2: CC(C)CC(NC(=O)C(Cc1ccccc1)NC(=O)c1cnccn1)B(O)O. Cell line: NCIH520. Synergy scores: synergy=-17.2. (7) Drug 1: N.N.O=C(O)C1(C(=O)O)CCC1.[Pt]. Drug 2: COC1=C2CC(C)CC(OC)C(O)C(C)C=C(C)C(OC(N)=O)C(OC)C=CC=C(C)C(=O)NC(=CC1=O)C2=O. Cell line: VCAP. Synergy scores: synergy=6.42. (8) Drug 1: C=CCn1c(=O)c2cnc(Nc3ccc(N4CCN(C)CC4)cc3)nc2n1-c1cccc(C(C)(C)O)n1. Drug 2: O=C(O)C1(Cc2cccc(Nc3nccs3)n2)CCC(Oc2cccc(Cl)c2F)CC1. Cell line: A2058. Synergy scores: synergy=-9.50. (9) Drug 1: CC1(c2nc3c(C(N)=O)cccc3[nH]2)CCCN1. Drug 2: CNC(=O)c1cc(Oc2ccc(NC(=O)Nc3ccc(Cl)c(C(F)(F)F)c3)cc2)ccn1. Cell line: NCIH520. Synergy scores: synergy=13.7.